The task is: Predict which catalyst facilitates the given reaction.. This data is from Catalyst prediction with 721,799 reactions and 888 catalyst types from USPTO. (1) Reactant: Cl[CH2:2][CH2:3][O:4][CH2:5][C:6](Cl)=[O:7].[NH2:9][CH:10]1[CH2:15][CH2:14][CH:13]([NH:16]C(=O)OCC2C=CC=CC=2)[CH2:12][CH2:11]1.C(N(CC)CC)C. Product: [NH2:9][CH:10]1[CH2:15][CH2:14][CH:13]([N:16]2[CH2:2][CH2:3][O:4][CH2:5][C:6]2=[O:7])[CH2:12][CH2:11]1. The catalyst class is: 7. (2) Reactant: [CH3:1][NH:2][C:3]([C:5]1[CH:10]=[C:9]([O:11][C:12]2[CH:17]=[CH:16][C:15]([NH2:18])=[C:14]([NH2:19])[CH:13]=2)[CH:8]=[CH:7][N:6]=1)=[O:4].[Cl:20][C:21]1[CH:26]=[CH:25][C:24]([N:27]=[C:28]=S)=[CH:23][C:22]=1[C:30]([F:33])([F:32])[F:31].C(Cl)CCl. Product: [CH3:1][NH:2][C:3]([C:5]1[CH:10]=[C:9]([O:11][C:12]2[CH:17]=[CH:16][C:15]3[NH:18][C:28]([NH:27][C:24]4[CH:25]=[CH:26][C:21]([Cl:20])=[C:22]([C:30]([F:33])([F:31])[F:32])[CH:23]=4)=[N:19][C:14]=3[CH:13]=2)[CH:8]=[CH:7][N:6]=1)=[O:4]. The catalyst class is: 23. (3) Reactant: [CH3:1][N:2]([CH3:17])[N:3]=[CH:4][C:5]1[N:10]([CH2:11][CH3:12])[C:9](=[O:13])[N:8]([CH2:14][CH3:15])[C:7](=[O:16])[CH:6]=1.[C:18]([O:22][CH3:23])(=[O:21])[CH:19]=[CH2:20]. Product: [CH3:17][N:2]([CH3:1])[N:3]=[CH:4][C:5]1[N:10]([CH2:11][CH3:12])[C:9](=[O:13])[N:8]([CH2:14][CH3:15])[C:7](=[O:16])[C:6]=1/[CH:20]=[CH:19]/[C:18]([O:22][CH3:23])=[O:21]. The catalyst class is: 524.